From a dataset of Forward reaction prediction with 1.9M reactions from USPTO patents (1976-2016). Predict the product of the given reaction. (1) Given the reactants [CH2:1]([O:3][C:4](=[O:38])[C:5]([CH3:37])([O:7][C:8]1[CH:13]=[CH:12][C:11]([O:14][CH2:15][CH2:16][C:17]2[N:18]=[C:19]([C:23]3[CH:28]=[CH:27][CH:26]=[C:25]([C:29]#[C:30]C4C=CC=CC=4)[CH:24]=3)[O:20][C:21]=2[CH3:22])=[CH:10][CH:9]=1)[CH3:6])[CH3:2], predict the reaction product. The product is: [CH2:1]([O:3][C:4](=[O:38])[C:5]([O:7][C:8]1[CH:9]=[CH:10][C:11]([O:14][CH2:15][CH2:16][C:17]2[N:18]=[C:19]([C:23]3[CH:28]=[CH:27][CH:26]=[C:25]([C:29]#[CH:30])[CH:24]=3)[O:20][C:21]=2[CH3:22])=[CH:12][CH:13]=1)([CH3:6])[CH3:37])[CH3:2]. (2) Given the reactants [CH3:1][O:2][C:3]([C@@H:5]1[CH2:14][C:13]2[CH:12]=[C:11]3[O:15][CH2:16][C@H:17]([C:19]4[CH:24]=[CH:23][C:22]([O:25]C(=O)C)=[CH:21][CH:20]=4)[O:18][C:10]3=[CH:9][C:8]=2[CH2:7][N:6]1[C@H:29]([C:32]1[CH:37]=[CH:36][CH:35]=[CH:34][CH:33]=1)[CH2:30][CH3:31])=[O:4].C([O-])(O)=O.[Na+].O.CCOC(C)=O, predict the reaction product. The product is: [CH3:1][O:2][C:3]([C@@H:5]1[CH2:14][C:13]2[CH:12]=[C:11]3[O:15][CH2:16][C@H:17]([C:19]4[CH:24]=[CH:23][C:22]([OH:25])=[CH:21][CH:20]=4)[O:18][C:10]3=[CH:9][C:8]=2[CH2:7][N:6]1[C@H:29]([C:32]1[CH:33]=[CH:34][CH:35]=[CH:36][CH:37]=1)[CH2:30][CH3:31])=[O:4]. (3) The product is: [NH2:40][C:2]1[C:3]2[CH:10]=[CH:9][N:8]([C@@H:11]3[O:27][C@H:26]([CH2:15][O:16][CH2:17][C:18]4[CH:23]=[CH:22][C:21]([Cl:24])=[CH:20][C:19]=4[Cl:25])[C@@H:28]([O:29][CH2:30][C:31]4[CH:36]=[CH:35][C:34]([Cl:37])=[CH:33][C:32]=4[Cl:38])[C@@:12]3([CH3:39])[O:13][CH3:14])[C:4]=2[N:5]=[CH:6][N:7]=1. Given the reactants Cl[C:2]1[C:3]2[CH:10]=[CH:9][N:8]([C@@H:11]3[O:27][C@H:26]([CH2:28][O:29][CH2:30][C:31]4[CH:36]=[CH:35][C:34]([Cl:37])=[CH:33][C:32]=4[Cl:38])[C@@H:15]([O:16][CH2:17][C:18]4[CH:23]=[CH:22][C:21]([Cl:24])=[CH:20][C:19]=4[Cl:25])[C@@:12]3([CH3:39])[O:13][CH3:14])[C:4]=2[N:5]=[CH:6][N:7]=1.[NH3:40], predict the reaction product. (4) Given the reactants [I:1][C:2]1[CH:7]=[CH:6][C:5]([C:8]2[CH:13]=[CH:12][C:11]([O:14]C)=[CH:10][C:9]=2[O:16]C)=[CH:4][CH:3]=1.B(Br)(Br)Br, predict the reaction product. The product is: [I:1][C:2]1[CH:7]=[CH:6][C:5]([C:8]2[CH:13]=[CH:12][C:11]([OH:14])=[CH:10][C:9]=2[OH:16])=[CH:4][CH:3]=1. (5) Given the reactants Br[CH2:2][C:3]1[CH:4]=[CH:5][C:6]([N:9](C(OC(C)(C)C)=O)C(OC(C)(C)C)=O)=[N:7][CH:8]=1.[P:24]([O:31]CC)([O:28][CH2:29][CH3:30])[O:25][CH2:26][CH3:27].Cl.C([O-])(O)=O.[Na+], predict the reaction product. The product is: [NH2:9][C:6]1[N:7]=[CH:8][C:3]([CH2:2][P:24](=[O:31])([O:28][CH2:29][CH3:30])[O:25][CH2:26][CH3:27])=[CH:4][CH:5]=1. (6) Given the reactants [C:1]([C:3]1[CH:20]=[CH:19][C:6]2[CH2:7][CH2:8][N:9]([C:12]([O:14][C:15]([CH3:18])([CH3:17])[CH3:16])=[O:13])[CH2:10][CH2:11][C:5]=2[C:4]=1[CH3:21])#[N:2].Cl.[NH2:23][OH:24].C(=O)([O-])O.[Na+], predict the reaction product. The product is: [OH:24][NH:23][C:1](=[NH:2])[C:3]1[CH:20]=[CH:19][C:6]2[CH2:7][CH2:8][N:9]([C:12]([O:14][C:15]([CH3:17])([CH3:18])[CH3:16])=[O:13])[CH2:10][CH2:11][C:5]=2[C:4]=1[CH3:21].